This data is from Reaction yield outcomes from USPTO patents with 853,638 reactions. The task is: Predict the reaction yield, written as a fraction of the theoretical maximum amount of product (1.0 means a 100% yield; for example, 0.34 means a 34% yield). (1) The reactants are [Cl-].[Cl-].C([Al+2])C.[C:6]([O:10][CH3:11])(=[O:9])[C:7]#[CH:8].[C:12]([O:15][C@@H:16]1[CH2:34][CH2:33][C@@:32]2([CH3:35])[C@H:18]([CH2:19][CH2:20][C@@H:21]3[C:31]2=[CH:30][CH2:29][C@@:28]2([CH3:36])[C@H:22]3[CH2:23][CH2:24]/[C:25]/2=[CH:26]/[CH3:27])[CH2:17]1)(=[O:14])[CH3:13].O. The catalyst is C(Cl)Cl. The product is [C:12]([O:15][C@@H:16]1[CH2:34][CH2:33][C@@:32]2([CH3:35])[C@H:18]([CH2:19][CH2:20][C@@H:21]3[C:31]2=[CH:30][CH2:29][C@@:28]2([CH3:36])[C@H:22]3[CH2:23][CH:24]=[C:25]2[C@H:26]([CH3:27])/[CH:8]=[CH:7]/[C:6]([O:10][CH3:11])=[O:9])[CH2:17]1)(=[O:14])[CH3:13]. The yield is 0.680. (2) The reactants are Cl.NC1C=CC2C3SC(C(N(C4C=CC=CC=4Cl)C)=O)=CC=3CCOC=2C=1.C(N(CC)CC)C.C(OCC(Cl)=O)C1C=CC=CC=1.C([O:54][CH2:55][C:56]([NH:58][C:59]1[CH:60]=[CH:61][C:62]2[C:68]3[S:69][C:70]([C:72]([N:74]([C:76]4[CH:81]=[CH:80][CH:79]=[CH:78][C:77]=4[Cl:82])[CH3:75])=[O:73])=[CH:71][C:67]=3[CH2:66][CH2:65][O:64][C:63]=2[CH:83]=1)=[O:57])C1C=CC=CC=1. The catalyst is C(Cl)Cl.C(O)(C(F)(F)F)=O.C(S(O)(=O)=O)(F)(F)F. The product is [Cl:82][C:77]1[CH:78]=[CH:79][CH:80]=[CH:81][C:76]=1[N:74]([CH3:75])[C:72]([C:70]1[S:69][C:68]2[C:62]3[CH:61]=[CH:60][C:59]([NH:58][C:56](=[O:57])[CH2:55][OH:54])=[CH:83][C:63]=3[O:64][CH2:65][CH2:66][C:67]=2[CH:71]=1)=[O:73]. The yield is 0.640. (3) The reactants are [C:1]([C:3]1[C:15]2[NH:14][C:13]3[C:8](=[CH:9][CH:10]=[C:11]([C:16]([N:18]4[CH2:23][CH2:22][N:21]([CH3:24])[CH2:20][CH2:19]4)=[O:17])[CH:12]=3)[C:7]=2[C:6]([N:25]2[CH2:30][CH2:29][CH2:28][C@@H:27]([NH:31][C:32](=[O:41])[O:33][CH2:34][C:35]3[CH:40]=[CH:39][CH:38]=[CH:37][CH:36]=3)[CH2:26]2)=[CH:5][CH:4]=1)#[N:2].[OH-:42].[K+].OO.O. The catalyst is CS(C)=O. The product is [C:1]([C:3]1[C:15]2[NH:14][C:13]3[C:8](=[CH:9][CH:10]=[C:11]([C:16]([N:18]4[CH2:23][CH2:22][N:21]([CH3:24])[CH2:20][CH2:19]4)=[O:17])[CH:12]=3)[C:7]=2[C:6]([N:25]2[CH2:30][CH2:29][CH2:28][C@@H:27]([NH:31][C:32](=[O:41])[O:33][CH2:34][C:35]3[CH:36]=[CH:37][CH:38]=[CH:39][CH:40]=3)[CH2:26]2)=[CH:5][CH:4]=1)(=[O:42])[NH2:2]. The yield is 0.800. (4) The reactants are N([O-])=O.[Na+].[CH3:5][N:6]1[CH2:15][CH2:14][C:13]2[C:8](=[C:9](N)[CH:10]=[CH:11][CH:12]=2)[CH2:7]1.[OH-].[Na+].[BrH:19]. The catalyst is O.[Cu]Br.[Cu]. The product is [Br:19][C:9]1[CH:10]=[CH:11][CH:12]=[C:13]2[C:8]=1[CH2:7][N:6]([CH3:5])[CH2:15][CH2:14]2. The yield is 0.650. (5) The reactants are C(OC(=O)[NH:7][C:8]1([C:12]2[CH:17]=[CH:16][C:15]([C:18]3[C:27]([C:28]4[CH:33]=[CH:32][CH:31]=[CH:30][CH:29]=4)=[CH:26][C:25]4[C:24]5=[N:34][NH:35][C:36]([S:37]([CH3:40])(=[O:39])=[O:38])=[C:23]5[CH2:22][CH2:21][C:20]=4[N:19]=3)=[CH:14][CH:13]=2)[CH2:11][CH2:10][CH2:9]1)(C)(C)C. The catalyst is C(O)(C(F)(F)F)=O. The product is [CH3:40][S:37]([C:36]1[NH:35][N:34]=[C:24]2[C:23]=1[CH2:22][CH2:21][C:20]1[N:19]=[C:18]([C:15]3[CH:16]=[CH:17][C:12]([C:8]4([NH2:7])[CH2:9][CH2:10][CH2:11]4)=[CH:13][CH:14]=3)[C:27]([C:28]3[CH:29]=[CH:30][CH:31]=[CH:32][CH:33]=3)=[CH:26][C:25]2=1)(=[O:38])=[O:39]. The yield is 0.370. (6) The reactants are [Cl:1][C:2]1[CH:7]=[CH:6][N:5]=[CH:4][CH:3]=1.OS(O)(=O)=O.OO.[CH3:15][NH:16][CH:17]=[O:18]. No catalyst specified. The product is [Cl:1][C:2]1[CH:7]=[CH:6][N:5]=[C:4]([C:17]([NH:16][CH3:15])=[O:18])[CH:3]=1. The yield is 0.0530. (7) The reactants are [CH3:1][C:2]1[N:7]=[C:6]([C:8]2[CH:13]=[CH:12][CH:11]=[C:10]([C:14]3[CH:15]=[C:16]([S:20](Cl)(=[O:22])=[O:21])[CH:17]=[CH:18][CH:19]=3)[N:9]=2)[CH:5]=[C:4]([C:24]2[CH:29]=[CH:28][C:27]([C:30]([F:33])([F:32])[F:31])=[CH:26][CH:25]=2)[CH:3]=1.[CH3:34][O:35][CH:36]1[CH2:41][CH2:40][NH:39][CH2:38][CH2:37]1. The catalyst is C1COCC1.CCOC(C)=O. The product is [CH3:34][O:35][CH:36]1[CH2:41][CH2:40][N:39]([S:20]([C:16]2[CH:15]=[C:14]([C:10]3[N:9]=[C:8]([C:6]4[CH:5]=[C:4]([C:24]5[CH:29]=[CH:28][C:27]([C:30]([F:33])([F:32])[F:31])=[CH:26][CH:25]=5)[CH:3]=[C:2]([CH3:1])[N:7]=4)[CH:13]=[CH:12][CH:11]=3)[CH:19]=[CH:18][CH:17]=2)(=[O:21])=[O:22])[CH2:38][CH2:37]1. The yield is 0.390.